This data is from Reaction yield outcomes from USPTO patents with 853,638 reactions. The task is: Predict the reaction yield, written as a fraction of the theoretical maximum amount of product (1.0 means a 100% yield; for example, 0.34 means a 34% yield). (1) The yield is 0.490. The reactants are COC(=O)C1C=CC(CBr)=CC=1.[CH3:13][O:14][C:15](=[O:47])[C:16]1[CH:21]=[CH:20][C:19]([CH2:22][N:23]2[CH:27]=[C:26]([C:28]3[CH:33]=[CH:32][C:31]([Cl:34])=[CH:30][C:29]=3[Cl:35])[N:25]=[C:24]2/[CH:36]=[CH:37]/[C:38]2[CH:43]=[C:42](Br)[CH:41]=[CH:40][C:39]=2[O:45][CH3:46])=[CH:18][CH:17]=1.[CH2:48]([O:50][C:51]1[CH:56]=[CH:55][C:54](B(O)O)=[CH:53][CH:52]=1)[CH3:49]. No catalyst specified. The product is [CH3:13][O:14][C:15](=[O:47])[C:16]1[CH:21]=[CH:20][C:19]([CH2:22][N:23]2[CH:27]=[C:26]([C:28]3[CH:33]=[CH:32][C:31]([Cl:34])=[CH:30][C:29]=3[Cl:35])[N:25]=[C:24]2/[CH:36]=[CH:37]/[C:38]2[CH:43]=[C:42]([C:54]3[CH:55]=[CH:56][C:51]([O:50][CH2:48][CH3:49])=[CH:52][CH:53]=3)[CH:41]=[CH:40][C:39]=2[O:45][CH3:46])=[CH:18][CH:17]=1. (2) The reactants are [CH3:1][O:2][C:3]([C:5]1[N:10]=[C:9]([C:11]2[CH:16]=[CH:15][C:14]([Cl:17])=[CH:13][CH:12]=2)[C:8](F)=[CH:7][N:6]=1)=[O:4].C(=O)([O-])[O-].[Cs+].[Cs+].[F:25][C:26]([F:30])([F:29])[CH2:27][OH:28]. The catalyst is CS(C)=O. The product is [CH3:1][O:2][C:3]([C:5]1[N:10]=[C:9]([C:11]2[CH:16]=[CH:15][C:14]([Cl:17])=[CH:13][CH:12]=2)[C:8]([O:28][CH2:27][C:26]([F:30])([F:29])[F:25])=[CH:7][N:6]=1)=[O:4]. The yield is 0.866. (3) The reactants are [C:1]1(C)C=CC=C(C#N)C=1.NO.[OH:12][N:13]=[C:14]([NH2:21])[C:15]1[CH:20]=[CH:19][CH:18]=[CH:17][CH:16]=1. The catalyst is CCO. The product is [OH:12][N:13]=[C:14]([NH2:21])[C:15]1[CH:20]=[CH:19][CH:18]=[C:17]([CH3:1])[CH:16]=1. The yield is 0.977. (4) The reactants are O1[CH2:6][CH2:5][CH2:4][CH2:3][CH:2]1[N:7]1[C:15]2[C:10](=[CH:11][C:12]([C:16]3[N:20]=[CH:19][N:18]([C:21]([C:34]4[CH:39]=[CH:38][CH:37]=[CH:36][CH:35]=4)([C:28]4[CH:33]=[CH:32][CH:31]=[CH:30][CH:29]=4)[C:22]4[CH:27]=[CH:26][CH:25]=[CH:24][CH:23]=4)[N:17]=3)=[CH:13][CH:14]=2)[C:9]([C:40]2[CH:41]=[C:42]([CH:47]=[CH:48][CH:49]=2)[C:43](OC)=O)=[N:8]1.[OH2:50].[OH-:51].[Li+].[CH2:53]([NH2:60])[C:54]1[CH:59]=[CH:58][CH:57]=[CH:56][CH:55]=1.O.ON1C2C=CC=CC=2N=N1.Cl.CN(C)CCCN=C=NCC. The catalyst is O1CCCC1.O1CCCC1.O. The product is [O:50]1[CH2:6][CH2:5][CH2:4][CH2:3][CH:2]1[N:7]1[C:15]2[C:10](=[CH:11][C:12]([C:16]3[N:20]=[CH:19][N:18]([C:21]([C:34]4[CH:39]=[CH:38][CH:37]=[CH:36][CH:35]=4)([C:28]4[CH:33]=[CH:32][CH:31]=[CH:30][CH:29]=4)[C:22]4[CH:27]=[CH:26][CH:25]=[CH:24][CH:23]=4)[N:17]=3)=[CH:13][CH:14]=2)[C:9]([C:40]2[CH:41]=[C:42]([C:43]([NH:60][CH2:53][C:54]3[CH:59]=[CH:58][CH:57]=[CH:56][CH:55]=3)=[O:51])[CH:47]=[CH:48][CH:49]=2)=[N:8]1. The yield is 0.780. (5) The reactants are C([N:4]1[CH:8]=[CH:7][N:6]=[C:5]1[C:9]1[S:13][C:12]([C:14]2[CH:19]=[CH:18][N:17]=[CH:16][CH:15]=2)=[N:11][C:10]=1[CH2:20][C:21]1[CH:26]=[CH:25][C:24]([Cl:27])=[CH:23][CH:22]=1)C=C.C(O)(=O)C.C1([SiH3])C=CC=CC=1. The catalyst is C(Cl)Cl.C1C=CC([P]([Pd]([P](C2C=CC=CC=2)(C2C=CC=CC=2)C2C=CC=CC=2)([P](C2C=CC=CC=2)(C2C=CC=CC=2)C2C=CC=CC=2)[P](C2C=CC=CC=2)(C2C=CC=CC=2)C2C=CC=CC=2)(C2C=CC=CC=2)C2C=CC=CC=2)=CC=1. The product is [ClH:27].[Cl:27][C:24]1[CH:25]=[CH:26][C:21]([CH2:20][C:10]2[N:11]=[C:12]([C:14]3[CH:19]=[CH:18][N:17]=[CH:16][CH:15]=3)[S:13][C:9]=2[C:5]2[NH:4][CH:8]=[CH:7][N:6]=2)=[CH:22][CH:23]=1. The yield is 0.640.